This data is from Experimentally validated miRNA-target interactions with 360,000+ pairs, plus equal number of negative samples. The task is: Binary Classification. Given a miRNA mature sequence and a target amino acid sequence, predict their likelihood of interaction. (1) The miRNA is hsa-miR-4289 with sequence GCAUUGUGCAGGGCUAUCA. Result: 0 (no interaction). The protein sequence of the target gene is MEVKGKKQFTGKSTKTAQEKNRFHKNSDSGSSKTFPTRKVAKEGGPKVTSRNFEKSITKLGKKGVKQFKNKQQGDKSPKNKFQPANKFNKKRKFQPDGRSDESAAKKPKWDDFKKKKKELKQSRQLSDKTNYDIVVRAKQMWEILRRKDCDKEKRVKLMSDLQKLIQGKIKTIAFAHDSTRVIQCYIQYGNEEQRKQAFEELRDDLVELSKAKYSRNIVKKFLMYGSKPQIAEIIRSFKGHVRKMLRHAEASAIVEYAYNDKAILEQRNMLTEELYGNTFQLYKSADHRTLDKVLEVQPE.... (2) The miRNA is hsa-miR-7113-3p with sequence CCUCCCUGCCCGCCUCUCUGCAG. The protein sequence of the target gene is MNTSLGPLSFKDVAVAFSQEEWQQLDPEERTTYRDVMLETYSNLVSVGYDIIKPDVIIKLEQGEEPWIVEGAFSPQSYPDEIRHMSRLMEEDQGGEENQSSSAVFSYRSRADASSKATDGETKPFPSQKALPQCNSCEKSLMCVSAFIRSDGSYAKLRPNVCAGCGKPLPCSKPEETHPGGESYEFSGDGDEDPLGEEGVYQKGHFLEEPFEYVECQKSFPKGTVFLNHLEEEPCDWNDAEVAFLQTSDLSAHQDSLMEMKPYECQQCGKSFCKKSKFVIHQRTHTGEKPFKCSQCGKSF.... Result: 0 (no interaction). (3) The miRNA is cel-miR-1829c-5p with sequence AAGCGAAAUUCAAGAUGGUUGUA. The protein sequence of the target gene is MKHLNTVMAESPALITIFLLGYLLSTECAVFLDRENATKILTRPKRYNSGKLEEFVRGNLERECIEERCSFEEAREVFENTEKTTEFWKQYVDGDQCESNPCLNGGICKDDISSYECWCQVGFEGRNCELDATCNIKNGRCKQFCKNSPDNKVICSCTEGYQLAEDQKSCEPTVPFPCGRASISYSSKKITRAETVFSNMDYENSTEAVFIQDDITDGAILNNVTESSESLNDFTRVVGGENAKPGQIPWQVILNGEIEAFCGGAIINEKWIVTAAHCLKPGDKIEVVAGEYNIDKKEDT.... Result: 0 (no interaction). (4) The miRNA is mmu-miR-299a-3p with sequence UAUGUGGGACGGUAAACCGCUU. The protein sequence of the target gene is MSALLEQKEQQERLREAAALGDIREVQKLVESGVDVNSQNEVNGWTCLHWACKRNHGQVVSYLLQSGADREILTTKGEMPVQLTSRREIRKIMGVEEADEEEEIPQLKKESELPFVPNYLANPAFPFIYTPAAEDSTQLQNGGPSPPPVSPPADSSPPLLPPTETPLLGAFPRDHSSLALVQNGDISAPSAILRTPESTKPGPVCQPPVSQNRSLFSVPSKPPVSLEPQNGTYAGPAPAFQPFFFTGAFPFNMQELVLKVRIQNPSLRENDFIEIELDRQELTYQELLRVSCCELGVNPD.... Result: 1 (interaction). (5) The miRNA is hsa-miR-6780a-5p with sequence UUGGGAGGGAAGACAGCUGGAGA. The protein sequence of the target gene is MNLQRYWGEIPISSSQTNRSSFDLLPREFRLVEVHDPPLHQPSANKPKPPTMLDIPSEPCSLTIHTIQLIQHNRRLRNLIATAQAQNQQQTEGVKTEESEPLPSCPGSPPLPDDLLPLDCKNPNAPFQIRHSDPESDFYRGKGEPVTELSWHSCRQLLYQAVATILAHAGFDCANESVLETLTDVAHEYCLKFTKLLRFAVDREARLGQTPFPDVMEQVFHEVGIGSVLSLQKFWQHRIKDYHSYMLQISKQLSEEYERIVNPEKATEDAKPVKIKEEPVSDITFPVSEELEADLASGDQ.... Result: 1 (interaction). (6) The miRNA is hsa-miR-6730-3p with sequence CCUGACACCCCAUCUGCCCUCA. The protein sequence of the target gene is MEEKYGGDVLAGPGGGGGLGPVDVPSARLTKYIVLLCFTKFLKAVGLFESYDLLKAVHIVQFIFILKLGTAFFMVLFQKPFSSGKTITKHQWIKIFKHAVAGCIISLLWFFGLTLCGPLRTLLLFEHSDIVVISLLSVLFTSSGGGPAKTRGAAFFIIAVICLLLFDNDDLMAKMAEHPEGHHDSALTHMLYTAIAFLGVADHKGGVLLLVLALCCKVGFHTASRKLSVDVGGAKRLQALSHLVSVLLLCPWVIVLSVTTESKVESWFSLIMPFATVIFFVMILDFYVDSICSVKMEVSK.... Result: 0 (no interaction). (7) The miRNA is mmu-miR-873a-5p with sequence GCAGGAACUUGUGAGUCUCCU. The protein sequence of the target gene is MGARVTRALRNFNVEKRAEREISKRKPSMAPKHPSTRDLLQEHRSQYPEIEEVVSKKDNKLLSLLRDVYVDSKDPVPALPVKVEPRQEPKEFRLPIGNHFDKNITDIPKGKITVVEALTLLNNHKLSPETWTAEKIAQEYYLELKDVNSLLKYFVTFEVKILPPEDRKAIQSK. Result: 1 (interaction). (8) The miRNA is mmu-miR-743b-3p with sequence GAAAGACAUCAUGCUGAAUAGA. The protein sequence of the target gene is MNAVGSPEGQELQKLGSGAWDNPAYSGPPSPHGTLRVCTISSTGPLQPQPKKPEDEPQETAYRTQVSSCCLHICQGIRGLWGTTLTENTAENRELYIKTTLRELLVYIVFLVDICLLTYGMTSSSAYYYTKVMSELFLHTPSDTGVSFQAISSMADFWDFAQGPLLDSLYWTKWYNNQSLGHGSHSFIYYENMLLGVPRLRQLKVRNDSCVVHEDFREDILSCYDVYSPDKEEQLPFGPFNGTAWTYHSQDELGGFSHWGRLTSYSGGGYYLDLPGSRQGSAEALRALQEGLWLDRGTRV.... Result: 0 (no interaction).